Task: Predict the reactants needed to synthesize the given product.. Dataset: Full USPTO retrosynthesis dataset with 1.9M reactions from patents (1976-2016) (1) The reactants are: [OH:1][CH2:2][CH2:3][C@@H:4]1[NH:18][C:17](=[O:19])[N:16]([CH3:20])[CH2:15][CH2:14][CH2:13][CH2:12][CH:11]=[CH:10][C@H:9]2[C@@:7]([C:21]([O:23][CH2:24][CH3:25])=[O:22])([CH2:8]2)[NH:6][C:5]1=[O:26].O[C:28]1[C:37]2[C:32](=[C:33]([CH3:40])[C:34]([O:38][CH3:39])=[CH:35][CH:36]=2)[N:31]=[C:30]([N:41]2[CH:45]=[CH:44][C:43]([C:46]([F:49])([F:48])[F:47])=[N:42]2)[CH:29]=1.C(C1N=C(C2C=C(OCC[C@@H]3NC(=O)N(C)CCCCC=C[C@H]4[C@@](C(OCC)=O)(C4)NC3=O)C3C(=C(C)C(OC)=CC=3)N=2)SC=1)(C)C. Given the product [CH3:39][O:38][C:34]1[C:33]([CH3:40])=[C:32]2[C:37]([C:28]([O:1][CH2:2][CH2:3][C@@H:4]3[NH:18][C:17](=[O:19])[N:16]([CH3:20])[CH2:15][CH2:14][CH2:13][CH2:12][CH:11]=[CH:10][C@H:9]4[C@@:7]([C:21]([O:23][CH2:24][CH3:25])=[O:22])([CH2:8]4)[NH:6][C:5]3=[O:26])=[CH:29][C:30]([N:41]3[CH:45]=[CH:44][C:43]([C:46]([F:49])([F:48])[F:47])=[N:42]3)=[N:31]2)=[CH:36][CH:35]=1, predict the reactants needed to synthesize it. (2) Given the product [Br:1][C:2]1[N:3]([CH2:20][C:21]2[C:30]3[C:25](=[CH:26][CH:27]=[CH:28][CH:29]=3)[CH:24]=[CH:23][CH:22]=2)[C:4]([C:8]([O:10][CH2:11][CH3:12])=[O:9])=[C:5]([CH3:7])[N:6]=1, predict the reactants needed to synthesize it. The reactants are: [Br:1][C:2]1[NH:3][C:4]([C:8]([O:10][CH2:11][CH3:12])=[O:9])=[C:5]([CH3:7])[N:6]=1.C(=O)([O-])[O-].[K+].[K+].Cl[CH2:20][C:21]1[C:30]2[C:25](=[CH:26][CH:27]=[CH:28][CH:29]=2)[CH:24]=[CH:23][CH:22]=1.O.